Dataset: CYP2D6 inhibition data for predicting drug metabolism from PubChem BioAssay. Task: Regression/Classification. Given a drug SMILES string, predict its absorption, distribution, metabolism, or excretion properties. Task type varies by dataset: regression for continuous measurements (e.g., permeability, clearance, half-life) or binary classification for categorical outcomes (e.g., BBB penetration, CYP inhibition). Dataset: cyp2d6_veith. (1) The molecule is O[C@H](CNc1ccccn1)c1ccccc1. The result is 1 (inhibitor). (2) The molecule is COCCNc1ncnc2ccc(-c3ccc(C(=O)N(C)C)cc3)cc12. The result is 0 (non-inhibitor).